From a dataset of Forward reaction prediction with 1.9M reactions from USPTO patents (1976-2016). Predict the product of the given reaction. (1) Given the reactants C(OC(=O)[NH:7][CH:8]([C:12](=[O:25])[NH:13][CH2:14][CH2:15][C:16]1[CH:24]=[CH:23][C:19]2[O:20][CH2:21][O:22][C:18]=2[CH:17]=1)[CH:9]([CH3:11])[CH3:10])(C)(C)C.C(Cl)Cl, predict the reaction product. The product is: [NH2:7][C@H:8]([CH:9]([CH3:11])[CH3:10])[C:12]([NH:13][CH2:14][CH2:15][C:16]1[CH:24]=[CH:23][C:19]2[O:20][CH2:21][O:22][C:18]=2[CH:17]=1)=[O:25]. (2) Given the reactants [C:1]([NH:4][C:5]1[C:6]([Cl:15])=[CH:7][C:8]([Cl:14])=[C:9]([CH:13]=1)[C:10]([OH:12])=[O:11])(=[O:3])[CH3:2].[N+:16]([O-])([OH:18])=[O:17], predict the reaction product. The product is: [C:1]([NH:4][C:5]1[C:13]([N+:16]([O-:18])=[O:17])=[C:9]([C:8]([Cl:14])=[CH:7][C:6]=1[Cl:15])[C:10]([OH:12])=[O:11])(=[O:3])[CH3:2].